This data is from NCI-60 drug combinations with 297,098 pairs across 59 cell lines. The task is: Regression. Given two drug SMILES strings and cell line genomic features, predict the synergy score measuring deviation from expected non-interaction effect. (1) Drug 1: CC1=C(N=C(N=C1N)C(CC(=O)N)NCC(C(=O)N)N)C(=O)NC(C(C2=CN=CN2)OC3C(C(C(C(O3)CO)O)O)OC4C(C(C(C(O4)CO)O)OC(=O)N)O)C(=O)NC(C)C(C(C)C(=O)NC(C(C)O)C(=O)NCCC5=NC(=CS5)C6=NC(=CS6)C(=O)NCCC[S+](C)C)O. Drug 2: C1C(C(OC1N2C=NC(=NC2=O)N)CO)O. Cell line: OVCAR-8. Synergy scores: CSS=43.6, Synergy_ZIP=-6.35, Synergy_Bliss=-1.89, Synergy_Loewe=4.03, Synergy_HSA=5.36. (2) Drug 1: CC1=C(N=C(N=C1N)C(CC(=O)N)NCC(C(=O)N)N)C(=O)NC(C(C2=CN=CN2)OC3C(C(C(C(O3)CO)O)O)OC4C(C(C(C(O4)CO)O)OC(=O)N)O)C(=O)NC(C)C(C(C)C(=O)NC(C(C)O)C(=O)NCCC5=NC(=CS5)C6=NC(=CS6)C(=O)NCCC[S+](C)C)O. Drug 2: C1CCC(C(C1)N)N.C(=O)(C(=O)[O-])[O-].[Pt+4]. Cell line: HCT-15. Synergy scores: CSS=66.2, Synergy_ZIP=5.97, Synergy_Bliss=5.79, Synergy_Loewe=8.18, Synergy_HSA=10.8. (3) Drug 1: CC1=C2C(C(=O)C3(C(CC4C(C3C(C(C2(C)C)(CC1OC(=O)C(C(C5=CC=CC=C5)NC(=O)OC(C)(C)C)O)O)OC(=O)C6=CC=CC=C6)(CO4)OC(=O)C)OC)C)OC. Drug 2: C1CN(P(=O)(OC1)NCCCl)CCCl. Cell line: SK-MEL-5. Synergy scores: CSS=36.2, Synergy_ZIP=6.97, Synergy_Bliss=4.05, Synergy_Loewe=-22.4, Synergy_HSA=4.28. (4) Drug 2: CC(C)NC(=O)C1=CC=C(C=C1)CNNC.Cl. Synergy scores: CSS=7.14, Synergy_ZIP=-3.12, Synergy_Bliss=-0.656, Synergy_Loewe=0.850, Synergy_HSA=1.48. Cell line: CAKI-1. Drug 1: C1CC(=O)NC(=O)C1N2CC3=C(C2=O)C=CC=C3N. (5) Drug 1: CCC1=CC2CC(C3=C(CN(C2)C1)C4=CC=CC=C4N3)(C5=C(C=C6C(=C5)C78CCN9C7C(C=CC9)(C(C(C8N6C)(C(=O)OC)O)OC(=O)C)CC)OC)C(=O)OC.C(C(C(=O)O)O)(C(=O)O)O. Drug 2: CS(=O)(=O)OCCCCOS(=O)(=O)C. Cell line: HS 578T. Synergy scores: CSS=52.3, Synergy_ZIP=0.427, Synergy_Bliss=4.66, Synergy_Loewe=-32.2, Synergy_HSA=2.59.